Regression. Given a peptide amino acid sequence and an MHC pseudo amino acid sequence, predict their binding affinity value. This is MHC class II binding data. From a dataset of Peptide-MHC class II binding affinity with 134,281 pairs from IEDB. (1) The peptide sequence is INVGFKAAVAAAAGV. The MHC is DRB3_0202 with pseudo-sequence DRB3_0202. The binding affinity (normalized) is 0.484. (2) The peptide sequence is LSEMKEAFHGLDVKF. The MHC is HLA-DQA10501-DQB10302 with pseudo-sequence HLA-DQA10501-DQB10302. The binding affinity (normalized) is 0.355. (3) The peptide sequence is EKKYFACTQFEPLAA. The MHC is DRB1_1001 with pseudo-sequence DRB1_1001. The binding affinity (normalized) is 0.577. (4) The MHC is HLA-DQA10303-DQB10402 with pseudo-sequence HLA-DQA10303-DQB10402. The binding affinity (normalized) is 0.577. The peptide sequence is FLDPASIAARGWAAH. (5) The peptide sequence is VKVLRPAPGGKAYMD. The MHC is HLA-DQA10501-DQB10402 with pseudo-sequence HLA-DQA10501-DQB10402. The binding affinity (normalized) is 0.443. (6) The peptide sequence is DVDLFLTGTPDEYVEQV. The MHC is DRB5_0101 with pseudo-sequence DRB5_0101. The binding affinity (normalized) is 0.0540. (7) The peptide sequence is AFKVAAGAANAAPAN. The MHC is DRB1_0901 with pseudo-sequence DRB1_0901. The binding affinity (normalized) is 0.673. (8) The peptide sequence is SQEYSGSVANEANVY. The MHC is H-2-IAb with pseudo-sequence H-2-IAb. The binding affinity (normalized) is 0.865. (9) The peptide sequence is VTRMAMTDTTPFGQQ. The MHC is HLA-DQA10102-DQB10501 with pseudo-sequence HLA-DQA10102-DQB10501. The binding affinity (normalized) is 0.733. (10) The peptide sequence is EQEILNYMSPHHKKLHHHHHH. The MHC is DRB1_0901 with pseudo-sequence DRB1_0901. The binding affinity (normalized) is 0.512.